From a dataset of Forward reaction prediction with 1.9M reactions from USPTO patents (1976-2016). Predict the product of the given reaction. (1) Given the reactants Cl.[NH2:2][CH2:3][CH2:4][CH2:5][CH2:6][C@H:7]([NH:12][C:13](=[O:18])[C:14]([F:17])([F:16])[F:15])[C:8]([O:10][CH3:11])=[O:9].C(N(CC)C(C)C)(C)C.ClCCl.[CH2:31]=[C:32]1[O:36][C:34](=[O:35])[CH2:33]1, predict the reaction product. The product is: [CH3:11][O:10][C:8](=[O:9])[C@@H:7]([NH:12][C:13](=[O:18])[C:14]([F:16])([F:17])[F:15])[CH2:6][CH2:5][CH2:4][CH2:3][NH:2][C:34](=[O:35])[CH2:33][C:32](=[O:36])[CH3:31]. (2) Given the reactants [Cl:1][C:2]1[C:3]([O:12][C:13]2[CH:18]=[C:17]([O:19][CH2:20][C:21]([OH:24])([CH3:23])[CH3:22])[CH:16]=[CH:15][C:14]=2/[CH:25]=[CH:26]/[C:27]([O:29]CC)=[O:28])=[N:4][CH:5]=[C:6]([C:8]([F:11])([F:10])[F:9])[CH:7]=1.[OH-].[Na+].Cl, predict the reaction product. The product is: [Cl:1][C:2]1[C:3]([O:12][C:13]2[CH:18]=[C:17]([O:19][CH2:20][C:21]([OH:24])([CH3:22])[CH3:23])[CH:16]=[CH:15][C:14]=2/[CH:25]=[CH:26]/[C:27]([OH:29])=[O:28])=[N:4][CH:5]=[C:6]([C:8]([F:9])([F:11])[F:10])[CH:7]=1. (3) Given the reactants C([N:8]1[CH2:13][C@@H:12]([CH2:14][F:15])[C@@H:11]([OH:16])[C@H:10]([O:17]CC2C=CC=CC=2)[CH2:9]1)C1C=CC=CC=1.[ClH:25], predict the reaction product. The product is: [ClH:25].[F:15][CH2:14][C@@H:12]1[CH2:13][NH:8][CH2:9][C@@H:10]([OH:17])[C@@H:11]1[OH:16]. (4) The product is: [Cl:13][C:4]1[CH:3]=[C:2]([NH:14][C:15]2[CH:20]=[CH:19][CH:18]=[CH:17][CH:16]=2)[C:7]([C:8]([O:10][CH2:11][CH3:12])=[O:9])=[CH:6][N:5]=1. Given the reactants Cl[C:2]1[C:7]([C:8]([O:10][CH2:11][CH3:12])=[O:9])=[CH:6][N:5]=[C:4]([Cl:13])[CH:3]=1.[NH2:14][C:15]1[CH:20]=[CH:19][CH:18]=[CH:17][CH:16]=1.Cl, predict the reaction product. (5) Given the reactants [C:1]([O:6][CH2:7][CH3:8])(=[O:5])[CH:2]([CH3:4])[OH:3], predict the reaction product. The product is: [C:1]([O:6][CH2:7][CH3:8])(=[O:5])[CH:2]([CH3:4])[OH:3].[C:1]([OH:6])(=[O:5])[CH:2]([CH3:4])[OH:3].